From a dataset of Reaction yield outcomes from USPTO patents with 853,638 reactions. Predict the reaction yield, written as a fraction of the theoretical maximum amount of product (1.0 means a 100% yield; for example, 0.34 means a 34% yield). (1) The catalyst is CO. The yield is 0.110. The product is [NH:36]1[C:44]2=[N:43][CH:42]=[CH:41][CH:40]=[C:39]2[C:38]([CH:45]=[C:6]2[O:5][C:4]([N:7]3[CH2:8][CH2:13][CH2:12][CH2:11][CH2:10]3)=[C:3]([C:14]([O:16][CH3:17])=[O:15])[C:2]2=[O:1])=[CH:37]1. The reactants are [O:1]=[C:2]1[CH2:6][O:5][C:4]([NH:7][C:8]2[CH:13]=[CH:12][CH:11]=[CH:10]C=2)=[C:3]1[C:14]([O:16][CH3:17])=[O:15].ClCC(=O)CC(OC)=O.C1(N=C=O)C=CC=CC=1.[NH:36]1[C:44]2[C:39](=[CH:40][CH:41]=[CH:42][N:43]=2)[C:38]([CH:45]=O)=[CH:37]1.N1CCCCC1. (2) The reactants are Br[C:2]1[CH:3]=[C:4]2[C:9](=[CH:10][CH:11]=1)[C:8](=[O:12])[N:7]([CH3:13])[CH:6]=[CH:5]2.[CH3:14][C:15]1[CH:16]=[N:17][NH:18][CH:19]=1.C([O-])([O-])=O.[K+].[K+].C(OCC)(=O)C. The catalyst is CN1C(=O)CCC1.[Cu]I. The product is [CH3:13][N:7]1[CH:6]=[CH:5][C:4]2[C:9](=[CH:10][CH:11]=[C:2]([N:17]3[CH:16]=[C:15]([CH3:14])[CH:19]=[N:18]3)[CH:3]=2)[C:8]1=[O:12]. The yield is 0.520. (3) The reactants are [Cl:1][C:2]1[C:3]([O:12][C:13]2[CH:18]=[C:17]([O:19]COC)[CH:16]=[CH:15][C:14]=2/[CH:23]=[CH:24]/[C:25]([O:27][CH2:28][CH3:29])=[O:26])=[N:4][CH:5]=[C:6]([C:8]([F:11])([F:10])[F:9])[CH:7]=1. The catalyst is O1CCCC1.[C].[Pd]. The product is [Cl:1][C:2]1[C:3]([O:12][C:13]2[CH:18]=[C:17]([OH:19])[CH:16]=[CH:15][C:14]=2[CH2:23][CH2:24][C:25]([O:27][CH2:28][CH3:29])=[O:26])=[N:4][CH:5]=[C:6]([C:8]([F:10])([F:9])[F:11])[CH:7]=1. The yield is 0.610. (4) The reactants are [NH2:1][C:2]1[CH:3]=[C:4]([C@H:8]([N:16]([CH3:28])[C:17](=[O:27])[CH2:18][C:19]2[CH:24]=[CH:23][C:22]([Cl:25])=[C:21]([Cl:26])[CH:20]=2)[CH2:9][N:10]2[CH2:14][CH2:13][C@H:12]([OH:15])[CH2:11]2)[CH:5]=[CH:6][CH:7]=1.[C:29]([O:33][C:34]([NH:36][C:37]1([C:40](O)=[O:41])[CH2:39][CH2:38]1)=[O:35])([CH3:32])([CH3:31])[CH3:30].CN(C)C1C=CN=CC=1.C1(C)C=CC(S(O)(=O)=O)=CC=1.C(N=C=NC(C)C)(C)C. The catalyst is ClCCl. The product is [C:29]([O:33][C:34](=[O:35])[NH:36][C:37]1([C:40](=[O:41])[NH:1][C:2]2[CH:7]=[CH:6][CH:5]=[C:4]([C@H:8]([N:16]([CH3:28])[C:17](=[O:27])[CH2:18][C:19]3[CH:24]=[CH:23][C:22]([Cl:25])=[C:21]([Cl:26])[CH:20]=3)[CH2:9][N:10]3[CH2:14][CH2:13][C@H:12]([OH:15])[CH2:11]3)[CH:3]=2)[CH2:38][CH2:39]1)([CH3:32])([CH3:30])[CH3:31]. The yield is 0.320. (5) The reactants are [BH4-].[Na+].[F:3][C:4]1[CH:9]=[CH:8][C:7]([C:10](=[O:31])[CH:11]([CH2:17][C:18]2[CH:23]=[CH:22][CH:21]=[C:20]([O:24][C:25]3[CH:30]=[CH:29][CH:28]=[CH:27][CH:26]=3)[CH:19]=2)[C:12]([O:14][CH2:15][CH3:16])=[O:13])=[CH:6][CH:5]=1.Cl. The catalyst is C(OCC)C.[Cl-].[Zn+2].[Cl-]. The product is [F:3][C:4]1[CH:9]=[CH:8][C:7]([CH:10]([OH:31])[CH:11]([CH2:17][C:18]2[CH:23]=[CH:22][CH:21]=[C:20]([O:24][C:25]3[CH:30]=[CH:29][CH:28]=[CH:27][CH:26]=3)[CH:19]=2)[C:12]([O:14][CH2:15][CH3:16])=[O:13])=[CH:6][CH:5]=1. The yield is 0.510. (6) The reactants are [F:1][CH2:2][C:3]1[N:4]([C:9]2[C:18]3[C:13](=[CH:14][CH:15]=[CH:16][CH:17]=3)[C:12]([CH3:19])=[CH:11][CH:10]=2)[C:5]([SH:8])=[N:6][N:7]=1.C([O-])([O-])=O.[K+].[K+].Cl[CH2:27][C:28]([NH:30][C:31]1[CH:36]=[CH:35][C:34]([S:37](=[O:40])(=[O:39])[NH2:38])=[CH:33][C:32]=1[Cl:41])=[O:29].O. The catalyst is CN(C=O)C. The product is [Cl:41][C:32]1[CH:33]=[C:34]([S:37](=[O:40])(=[O:39])[NH2:38])[CH:35]=[CH:36][C:31]=1[NH:30][C:28](=[O:29])[CH2:27][S:8][C:5]1[N:4]([C:9]2[C:18]3[C:13](=[CH:14][CH:15]=[CH:16][CH:17]=3)[C:12]([CH3:19])=[CH:11][CH:10]=2)[C:3]([CH2:2][F:1])=[N:7][N:6]=1. The yield is 0.740. (7) The reactants are [O:1]=[C:2]([NH:8][C:9]1[CH:14]=[CH:13][CH:12]=[C:11]([C:15]2[C:24]3[C:19](=[CH:20][C:21]([O:30][CH3:31])=[C:22]4[O:27][C:26]([CH3:29])([CH3:28])[CH2:25][C:23]4=3)[CH2:18][C:17]([CH3:33])([CH3:32])[N:16]=2)[CH:10]=1)[CH2:3][CH2:4][C:5]([OH:7])=O.C1C=[C:38]2[N:40]=NN([O-])C2=CC=1.[NH4+].Cl.C(N=C=NCCCN(C)C)C.O. The catalyst is CN(C)C=O. The product is [CH3:38][NH:40][C:5](=[O:7])[CH2:4][CH2:3][C:2]([NH:8][C:9]1[CH:14]=[CH:13][CH:12]=[C:11]([C:15]2[C:24]3[C:19](=[CH:20][C:21]([O:30][CH3:31])=[C:22]4[O:27][C:26]([CH3:28])([CH3:29])[CH2:25][C:23]4=3)[CH2:18][C:17]([CH3:33])([CH3:32])[N:16]=2)[CH:10]=1)=[O:1]. The yield is 0.630. (8) The reactants are [C:1]([N:5]1[CH:9]([CH2:10][NH:11][C:12](=O)C(F)(F)F)[C:8]2[CH:18]=[C:19]([C:22]3[C:30]4[C:25](=[CH:26][C:27]([F:31])=[CH:28][CH:29]=4)[N:24](C(OC(C)(C)C)=O)[CH:23]=3)[CH:20]=[CH:21][C:7]=2[S:6]1(=[O:40])=[O:39])([CH3:4])([CH3:3])[CH3:2].[OH-].[Na+]. The catalyst is CO.O. The product is [C:1]([N:5]1[CH:9]([CH2:10][NH:11][CH3:12])[C:8]2[CH:18]=[C:19]([C:22]3[C:30]4[C:25](=[CH:26][C:27]([F:31])=[CH:28][CH:29]=4)[NH:24][CH:23]=3)[CH:20]=[CH:21][C:7]=2[S:6]1(=[O:39])=[O:40])([CH3:4])([CH3:2])[CH3:3]. The yield is 0.980. (9) The reactants are [O:1]1[C:5]2[CH:6]=[CH:7][CH:8]=[CH:9][C:4]=2[CH:3]=[C:2]1[C:10]1[C:18]2[C:13](=[CH:14][CH:15]=[C:16]([C:19]([OH:21])=O)[CH:17]=2)[N:12](C2CCCCO2)[N:11]=1.F[P-](F)(F)(F)(F)F.N1(OC(N(C)C)=[N+](C)C)C2C=CC=CC=2N=N1.[CH3:52][N:53]([CH3:59])[CH2:54][CH2:55][CH2:56][CH2:57][NH2:58]. No catalyst specified. The product is [O:1]1[C:5]2[CH:6]=[CH:7][CH:8]=[CH:9][C:4]=2[CH:3]=[C:2]1[C:10]1[C:18]2[C:13](=[CH:14][CH:15]=[C:16]([C:19]([NH:58][CH2:57][CH2:56][CH2:55][CH2:54][N:53]([CH3:59])[CH3:52])=[O:21])[CH:17]=2)[NH:12][N:11]=1. The yield is 0.300. (10) The product is [N:15]1[C:16]2[NH:17][CH2:18][CH2:19][CH2:20][C:21]=2[CH:22]=[CH:23][C:14]=1[CH2:13][CH2:12][CH2:11][CH2:10][C:2](=[O:1])/[CH:3]=[CH:32]/[C:29]1[CH:30]=[N:31][C:26]([C:25]([F:35])([F:24])[F:34])=[N:27][CH:28]=1. The reactants are [O:1]=[C:2]([CH2:10][CH2:11][CH2:12][CH2:13][C:14]1[CH:23]=[CH:22][C:21]2[CH2:20][CH2:19][CH2:18][NH:17][C:16]=2[N:15]=1)[CH2:3]P(=O)(OC)OC.[F:24][C:25]([F:35])([F:34])[C:26]1[N:31]=[CH:30][C:29]([CH:32]=O)=[CH:28][N:27]=1.CC([O-])(C)C.[K+]. The catalyst is C1COCC1. The yield is 0.540.